This data is from Peptide-MHC class II binding affinity with 134,281 pairs from IEDB. The task is: Regression. Given a peptide amino acid sequence and an MHC pseudo amino acid sequence, predict their binding affinity value. This is MHC class II binding data. The peptide sequence is GEALSTLVLNRLKVG. The MHC is DRB1_0405 with pseudo-sequence DRB1_0405. The binding affinity (normalized) is 0.